From a dataset of Full USPTO retrosynthesis dataset with 1.9M reactions from patents (1976-2016). Predict the reactants needed to synthesize the given product. (1) Given the product [CH2:6]([C:8]1[C:12]2[C:13]([F:17])=[CH:14][CH:15]=[CH:16][C:11]=2[S:10][C:9]=1[C:18]1[C:30]2[CH:29]=[C:28]3[O:27][C:26](=[O:31])[NH:25][C:24]3=[CH:23][C:22]=2[CH2:21][C:20]([CH3:32])=[N:49][N:48]=1)[CH3:7], predict the reactants needed to synthesize it. The reactants are: Cl([O-])(=O)(=O)=O.[CH2:6]([C:8]1[C:12]2[C:13]([F:17])=[CH:14][CH:15]=[CH:16][C:11]=2[S:10][C:9]=1[C:18]1[C:30]2[C:22](=[CH:23][C:24]3[NH:25][C:26](=[O:31])[O:27][C:28]=3[CH:29]=2)[CH:21]=[C:20]([CH3:32])[O+]=1)[CH3:7].C(C1C2C(F)=CC=CC=2SC=1C=O)C.O.[NH2:48][NH2:49]. (2) Given the product [F:1][C:2]1[CH:7]=[CH:6][C:5]([C:8]2[C:13]([C:14]3[CH:15]=[CH:16][C:17]4[N:29]=[CH:33][N:20]([CH2:21][CH2:22][N:23]5[CH2:28][CH2:27][O:26][CH2:25][CH2:24]5)[C:18]=4[CH:19]=3)=[CH:12][CH:11]=[CH:10][N:9]=2)=[CH:4][C:3]=1[CH3:32], predict the reactants needed to synthesize it. The reactants are: [F:1][C:2]1[CH:7]=[CH:6][C:5]([C:8]2[C:13]([C:14]3[CH:15]=[CH:16][C:17]([N+:29]([O-])=O)=[C:18]([NH:20][CH2:21][CH2:22][N:23]4[CH2:28][CH2:27][O:26][CH2:25][CH2:24]4)[CH:19]=3)=[CH:12][CH:11]=[CH:10][N:9]=2)=[CH:4][C:3]=1[CH3:32].[CH:33](OCC)(OCC)OCC. (3) Given the product [ClH:17].[Cl:17][C:12]1[CH:11]=[C:10]([CH:15]=[CH:14][C:13]=1[F:16])[C:9]([NH:8][C@H:5]1[CH2:4][CH2:3][C@@H:2]([NH:1][C:20]2[CH:25]=[C:24]([CH3:26])[CH:23]=[C:22]([CH3:27])[N:21]=2)[CH2:7][CH2:6]1)=[O:18], predict the reactants needed to synthesize it. The reactants are: [NH2:1][C@@H:2]1[CH2:7][CH2:6][C@H:5]([NH:8][C:9](=[O:18])[C:10]2[CH:15]=[CH:14][C:13]([F:16])=[C:12]([Cl:17])[CH:11]=2)[CH2:4][CH2:3]1.Cl[C:20]1[CH:25]=[C:24]([CH3:26])[CH:23]=[C:22]([CH3:27])[N:21]=1. (4) The reactants are: Br[C:2]1[CH:3]=[CH:4][C:5]2[O:14][C:13]3[CH2:12][CH2:11][N:10]([C:15]([O:17][C:18]([CH3:21])([CH3:20])[CH3:19])=[O:16])[CH2:9][C:8]=3[C:6]=2[CH:7]=1.[F:22][C:23]1[CH:24]=[C:25]([S:30]([O-:32])=[O:31])[CH:26]=[C:27]([F:29])[CH:28]=1.[Na+]. Given the product [F:29][C:27]1[CH:26]=[C:25]([S:30]([C:2]2[CH:3]=[CH:4][C:5]3[O:14][C:13]4[CH2:12][CH2:11][N:10]([C:15]([O:17][C:18]([CH3:21])([CH3:20])[CH3:19])=[O:16])[CH2:9][C:8]=4[C:6]=3[CH:7]=2)(=[O:31])=[O:32])[CH:24]=[C:23]([F:22])[CH:28]=1, predict the reactants needed to synthesize it. (5) Given the product [CH3:16][S:17]([O:1][CH:2]1[CH2:3][CH:4]([NH:8][C:9]([O:10][C:11]([CH3:12])([CH3:14])[CH3:13])=[O:15])[CH2:5][O:6][CH2:7]1)(=[O:19])=[O:18], predict the reactants needed to synthesize it. The reactants are: [OH:1][CH:2]1[CH2:7][O:6][CH2:5][CH:4]([NH:8][C:9](=[O:15])[O:10][C:11]([CH3:14])([CH3:13])[CH3:12])[CH2:3]1.[CH3:16][S:17](Cl)(=[O:19])=[O:18]. (6) Given the product [F:1][C:2]1[CH:7]=[CH:6][CH:5]=[C:4]2[C:3]=1[N:14]=[C:15]([N:39]1[CH2:38][CH2:37][N:36]([C:33]3[CH:32]=[CH:31][C:30]([F:29])=[CH:35][CH:34]=3)[CH2:41][CH2:40]1)[N:16]([C:17]1[CH:22]=[C:21]([C:23]([F:26])([F:25])[F:24])[CH:20]=[CH:19][C:18]=1[O:27][CH3:28])[CH:8]2[CH2:9][C:10]([O:12][CH3:13])=[O:11], predict the reactants needed to synthesize it. The reactants are: [F:1][C:2]1[C:3]([N:14]=[C:15]=[N:16][C:17]2[CH:22]=[C:21]([C:23]([F:26])([F:25])[F:24])[CH:20]=[CH:19][C:18]=2[O:27][CH3:28])=[C:4](/[CH:8]=[CH:9]/[C:10]([O:12][CH3:13])=[O:11])[CH:5]=[CH:6][CH:7]=1.[F:29][C:30]1[CH:35]=[CH:34][C:33]([N:36]2[CH2:41][CH2:40][NH:39][CH2:38][CH2:37]2)=[CH:32][CH:31]=1. (7) Given the product [CH3:27][O:26][C:21]1[CH:22]=[CH:23][CH:24]=[CH:25][C:20]=1[CH2:19][O:18][CH2:17][CH2:16][CH2:15][O:14][C:11]1[CH:12]=[CH:13][C:8]([CH:7]2[CH2:6][CH2:5][N:4]([C:28]([O:30][CH2:31][C:32]3[CH:33]=[CH:34][CH:35]=[CH:36][CH:37]=3)=[O:29])[CH2:3][CH:2]2[O:1][CH2:44][C:43]2[CH:46]=[CH:47][CH:48]=[C:41]([N+:38]([O-:40])=[O:39])[CH:42]=2)=[CH:9][CH:10]=1, predict the reactants needed to synthesize it. The reactants are: [OH:1][CH:2]1[CH:7]([C:8]2[CH:13]=[CH:12][C:11]([O:14][CH2:15][CH2:16][CH2:17][O:18][CH2:19][C:20]3[CH:25]=[CH:24][CH:23]=[CH:22][C:21]=3[O:26][CH3:27])=[CH:10][CH:9]=2)[CH2:6][CH2:5][N:4]([C:28]([O:30][CH2:31][C:32]2[CH:37]=[CH:36][CH:35]=[CH:34][CH:33]=2)=[O:29])[CH2:3]1.[N+:38]([C:41]1[CH:42]=[C:43]([CH:46]=[CH:47][CH:48]=1)[CH2:44]Cl)([O-:40])=[O:39].[H-].[Na+].C(=O)([O-])O.[Na+]. (8) Given the product [ClH:36].[ClH:36].[N:1]1[N:2]=[C:3]([C:10]2[CH:19]=[CH:18][C:17]3[C:12](=[C:13]([O:20][CH:21]4[CH2:27][CH2:26][CH2:25][NH:24][CH2:23][CH:22]4[F:35])[CH:14]=[CH:15][CH:16]=3)[N:11]=2)[N:4]2[CH:9]=[CH:8][CH:7]=[CH:6][C:5]=12, predict the reactants needed to synthesize it. The reactants are: [N:1]1[N:2]=[C:3]([C:10]2[CH:19]=[CH:18][C:17]3[C:12](=[C:13]([O:20][CH:21]4[CH2:27][CH2:26][CH2:25][N:24](C(OC(C)(C)C)=O)[CH2:23][CH:22]4[F:35])[CH:14]=[CH:15][CH:16]=3)[N:11]=2)[N:4]2[CH:9]=[CH:8][CH:7]=[CH:6][C:5]=12.[ClH:36]. (9) Given the product [O:52]1[CH2:57][CH2:56][O:55][CH2:54][CH:53]1[C:58]1[C:66]2[S:65][C:64]([NH:67][C:13](=[O:15])[C:12]3[CH:16]=[CH:17][N:18]=[C:10]([O:9][CH2:8][CH2:7][N:3]4[CH2:4][CH2:5][CH2:6][C:2]4=[O:1])[CH:11]=3)=[N:63][C:62]=2[C:61]([O:68][CH3:69])=[CH:60][CH:59]=1, predict the reactants needed to synthesize it. The reactants are: [O:1]=[C:2]1[CH2:6][CH2:5][CH2:4][N:3]1[CH2:7][CH2:8][O:9][C:10]1[CH:11]=[C:12]([CH:16]=[CH:17][N:18]=1)[C:13]([OH:15])=O.CN(C(ON1N=NC2C=CC=NC1=2)=[N+](C)C)C.F[P-](F)(F)(F)(F)F.C(N(C(C)C)C(C)C)C.[O:52]1[CH2:57][CH2:56][O:55][CH2:54][CH:53]1[C:58]1[C:66]2[S:65][C:64]([NH2:67])=[N:63][C:62]=2[C:61]([O:68][CH3:69])=[CH:60][CH:59]=1. (10) Given the product [NH:3]1[C:7]2[CH:8]=[CH:9][CH:10]=[CH:11][C:6]=2[N:5]=[C:4]1[C@H:12]([NH:22][C:33]([NH:32][C:35]1[CH:40]=[CH:39][CH:38]=[C:37]([O:41][CH3:42])[CH:36]=1)=[O:34])[CH2:13][C:14]1[CH:19]=[CH:18][C:17]([O:20][CH3:21])=[CH:16][CH:15]=1, predict the reactants needed to synthesize it. The reactants are: N#N.[NH:3]1[C:7]2[CH:8]=[CH:9][CH:10]=[CH:11][C:6]=2[N:5]=[C:4]1[C@H:12]([NH2:22])[CH2:13][C:14]1[CH:19]=[CH:18][C:17]([O:20][CH3:21])=[CH:16][CH:15]=1.CCN(C(C)C)C(C)C.[N:32]([C:35]1[CH:40]=[CH:39][CH:38]=[C:37]([O:41][CH3:42])[CH:36]=1)=[C:33]=[O:34].